Dataset: Forward reaction prediction with 1.9M reactions from USPTO patents (1976-2016). Task: Predict the product of the given reaction. (1) Given the reactants [CH3:1][N:2]1[CH:6]=[C:5]([C:7]2[C:8]([C:32]#[N:33])=[CH:9][C:10]3[N:15]([C:16]4[C:20]5[CH2:21][NH:22][CH2:23][CH2:24][C:19]=5[N:18]([CH:25]5[CH2:30][CH2:29][O:28][CH2:27][CH2:26]5)[N:17]=4)[CH2:14][CH2:13][O:12][C:11]=3[CH:31]=2)[CH:4]=[N:3]1.C(N(CC)CC)C.[CH3:41][NH:42][C:43](N1C=CN=C1)=[O:44], predict the reaction product. The product is: [C:32]([C:8]1[C:7]([C:5]2[CH:4]=[N:3][N:2]([CH3:1])[CH:6]=2)=[CH:31][C:11]2[O:12][CH2:13][CH2:14][N:15]([C:16]3[C:20]4[CH2:21][N:22]([C:43]([NH:42][CH3:41])=[O:44])[CH2:23][CH2:24][C:19]=4[N:18]([CH:25]4[CH2:26][CH2:27][O:28][CH2:29][CH2:30]4)[N:17]=3)[C:10]=2[CH:9]=1)#[N:33]. (2) Given the reactants [F:1][C:2]1[CH:7]=[CH:6][C:5]([NH:8][C:9]2[C:18]3[C:13](=[CH:14][C:15]([O:20][CH3:21])=[C:16]([OH:19])[CH:17]=3)[N:12]=[CH:11][N:10]=2)=[CH:4][CH:3]=1.C([O-])([O-])=O.[K+].[K+].Br[CH2:29][CH2:30][CH2:31][Cl:32].O, predict the reaction product. The product is: [F:1][C:2]1[CH:3]=[CH:4][C:5]([NH:8][C:9]2[C:18]3[C:13](=[CH:14][C:15]([O:20][CH3:21])=[C:16]([O:19][CH2:29][CH2:30][CH2:31][Cl:32])[CH:17]=3)[N:12]=[CH:11][N:10]=2)=[CH:6][CH:7]=1. (3) Given the reactants [O:1]1[CH2:6][CH2:5][NH:4][C:3]2[CH:7]=[N:8][CH:9]=[CH:10][C:2]1=2.[CH3:11][O:12][C:13]1[CH:18]=[CH:17][C:16]([S:19](Cl)(=[O:21])=[O:20])=[CH:15][CH:14]=1.C(N(CC)CC)C.Cl, predict the reaction product. The product is: [CH3:11][O:12][C:13]1[CH:14]=[CH:15][C:16]([S:19]([N:4]2[CH2:5][CH2:6][O:1][C:2]3[CH:10]=[CH:9][N:8]=[CH:7][C:3]2=3)(=[O:21])=[O:20])=[CH:17][CH:18]=1.